This data is from Full USPTO retrosynthesis dataset with 1.9M reactions from patents (1976-2016). The task is: Predict the reactants needed to synthesize the given product. (1) The reactants are: Br[C:2]1[S:6][C:5]([C:7]([S:10]([NH2:13])(=[O:12])=[O:11])([CH3:9])[CH3:8])=[N:4][CH:3]=1.[CH3:14][C:15]1[CH:16]=[C:17]([CH:19]=[C:20](B2OC(C)(C)C(C)(C)O2)[CH:21]=1)[NH2:18].CC(C1C=C(C(C)C)C(C2C=CC=CC=2P(C2CCCCC2)C2CCCCC2)=C(C(C)C)C=1)C.C(=O)([O-])[O-].[Cs+].[Cs+]. Given the product [NH2:18][C:17]1[CH:19]=[C:20]([C:2]2[S:6][C:5]([C:7]([S:10]([NH2:13])(=[O:12])=[O:11])([CH3:9])[CH3:8])=[N:4][CH:3]=2)[CH:21]=[C:15]([CH3:14])[CH:16]=1, predict the reactants needed to synthesize it. (2) The reactants are: [C:1]1([C:12]2[CH:17]=[CH:16][CH:15]=[CH:14][CH:13]=2)[CH:6]=[CH:5][C:4]([C:7]2[N:8]=[CH:9][NH:10][CH:11]=2)=[CH:3][CH:2]=1.N1CCC[C@H]1C(O)=O.[Br:26][C:27]1[CH:32]=[C:31]([C:33]([CH3:36])([CH3:35])[CH3:34])[CH:30]=[C:29](Br)[CH:28]=1.C([O-])([O-])=O.[K+].[K+]. Given the product [C:1]1([C:12]2[CH:17]=[CH:16][CH:15]=[CH:14][CH:13]=2)[CH:6]=[CH:5][C:4]([C:7]2[N:8]=[CH:9][N:10]([C:29]3[CH:30]=[C:31]([C:33]([CH3:35])([CH3:34])[CH3:36])[CH:32]=[C:27]([Br:26])[CH:28]=3)[CH:11]=2)=[CH:3][CH:2]=1, predict the reactants needed to synthesize it. (3) Given the product [Br:2][C:3]1[CH:4]=[CH:5][C:6]([S:11]([CH2:14][CH3:15])(=[O:13])=[O:12])=[C:7]([CH:10]=1)[CH2:8][NH:9][C:20](=[O:21])[C:19]1[CH:23]=[C:24]([O:26][C:27]([F:28])([F:29])[F:30])[CH:25]=[C:17]([Cl:16])[CH:18]=1, predict the reactants needed to synthesize it. The reactants are: Cl.[Br:2][C:3]1[CH:4]=[CH:5][C:6]([S:11]([CH2:14][CH3:15])(=[O:13])=[O:12])=[C:7]([CH:10]=1)[CH2:8][NH2:9].[Cl:16][C:17]1[CH:18]=[C:19]([CH:23]=[C:24]([O:26][C:27]([F:30])([F:29])[F:28])[CH:25]=1)[C:20](O)=[O:21]. (4) Given the product [Cl:22][C:18]1[N:17]=[C:16]([CH2:2][C:1]#[N:3])[CH:21]=[CH:20][CH:19]=1, predict the reactants needed to synthesize it. The reactants are: [C:1](#[N:3])[CH3:2].CCCCCC.C([Li])CCC.Cl[C:16]1[CH:21]=[CH:20][CH:19]=[C:18]([Cl:22])[N:17]=1.O. (5) Given the product [CH2:50]([O:57][NH:58][C:8](=[O:7])[C@H:9]([N:20]([CH2:35][C:36]1[CH:41]=[CH:40][C:39]2[O:42][CH2:43][O:44][C:38]=2[CH:37]=1)[S:21]([C:24]1[C:29]([CH3:30])=[CH:28][C:27]([O:31][CH3:32])=[C:26]([CH3:33])[C:25]=1[CH3:34])(=[O:23])=[O:22])[C@@H:10]([OH:12])[CH3:11])[C:51]1[CH:56]=[CH:55][CH:54]=[CH:53][CH:52]=1, predict the reactants needed to synthesize it. The reactants are: C1OC2C=CC(C[O:7][C:8](=O)[C@H:9]([N:20]([CH2:35][C:36]3[CH:41]=[CH:40][C:39]4[O:42][CH2:43][O:44][C:38]=4[CH:37]=3)[S:21]([C:24]3[C:29]([CH3:30])=[CH:28][C:27]([O:31][CH3:32])=[C:26]([CH3:33])[C:25]=3[CH3:34])(=[O:23])=[O:22])[C@@H:10]([O:12][Si](CC)(CC)CC)[CH3:11])=CC=2O1.[CH2:50]([O:57][NH2:58])[C:51]1[CH:56]=[CH:55][CH:54]=[CH:53][CH:52]=1.C1C=CC2N(O)N=NC=2C=1.CCN=C=NCCCN(C)C.